Dataset: Forward reaction prediction with 1.9M reactions from USPTO patents (1976-2016). Task: Predict the product of the given reaction. (1) Given the reactants Cl.[C:2]([NH:6][OH:7])([CH3:5])([CH3:4])[CH3:3].[CH2:8]([NH:10][S:11]([C:14]1[CH:21]=[CH:20][C:17]([CH:18]=O)=[CH:16][CH:15]=1)(=[O:13])=[O:12])[CH3:9], predict the reaction product. The product is: [C:2]([N+:6]([O-:7])=[CH:18][C:17]1[CH:16]=[CH:15][C:14]([S:11](=[O:13])(=[O:12])[NH:10][CH2:8][CH3:9])=[CH:21][CH:20]=1)([CH3:5])([CH3:4])[CH3:3]. (2) Given the reactants Br[C:2]1[CH:3]=[C:4]2[C:10]([C:11]3[CH:16]=[CH:15][CH:14]=[CH:13][C:12]=3[O:17][CH3:18])=[N:9][N:8]([CH2:19][O:20][CH2:21][CH2:22][O:23][CH3:24])[C:5]2=[N:6][CH:7]=1.[CH3:25][O:26][C:27]([C:29]1[CH:30]=[C:31](B(O)O)[CH:32]=[CH:33][CH:34]=1)=[O:28].C(=O)([O-])[O-].[Na+].[Na+].C(OCC)(=O)C, predict the reaction product. The product is: [CH3:25][O:26][C:27](=[O:28])[C:29]1[CH:30]=[CH:31][CH:32]=[C:33]([C:2]2[CH:3]=[C:4]3[C:10]([C:11]4[CH:16]=[CH:15][CH:14]=[CH:13][C:12]=4[O:17][CH3:18])=[N:9][N:8]([CH2:19][O:20][CH2:21][CH2:22][O:23][CH3:24])[C:5]3=[N:6][CH:7]=2)[CH:34]=1.